This data is from Reaction yield outcomes from USPTO patents with 853,638 reactions. The task is: Predict the reaction yield, written as a fraction of the theoretical maximum amount of product (1.0 means a 100% yield; for example, 0.34 means a 34% yield). (1) The reactants are [CH3:1][O:2][C:3](=[O:47])[NH:4][CH:5]([C:9]([N:11]1[CH2:15][CH2:14][CH2:13][CH:12]1[C:16]1[NH:17][C:18]([C:21]2[CH:30]=[CH:29][C:28]3[C:23](=[CH:24][CH:25]=[C:26]([C:31]4[CH:36]=[CH:35][C:34]([C:37]5[NH:38][C:39]([CH:42]6[CH2:46][CH2:45][CH2:44][NH:43]6)=[N:40][CH:41]=5)=[CH:33][CH:32]=4)[CH:27]=3)[CH:22]=2)=[CH:19][N:20]=1)=[O:10])[CH:6]([CH3:8])[CH3:7].[CH3:48][O:49][C:50]([NH:52][C@@H:53]([C:57]1[CH:62]=[CH:61][CH:60]=[CH:59][CH:58]=1)[C:54](O)=[O:55])=[O:51].CN(C(ON1N=NC2C=CC=NC1=2)=[N+](C)C)C.F[P-](F)(F)(F)(F)F.[O-]P([O-])([O-])=O.[K+].[K+].[K+]. The catalyst is C(Cl)Cl. The product is [CH3:1][O:2][C:3](=[O:47])[NH:4][CH:5]([C:9]([N:11]1[CH2:15][CH2:14][CH2:13][CH:12]1[C:16]1[NH:17][C:18]([C:21]2[CH:30]=[CH:29][C:28]3[C:23](=[CH:24][CH:25]=[C:26]([C:31]4[CH:36]=[CH:35][C:34]([C:37]5[NH:38][C:39]([C@@H:42]6[CH2:46][CH2:45][CH2:44][N:43]6[C:54](=[O:55])[CH:53]([NH:52][C:50]([O:49][CH3:48])=[O:51])[C:57]6[CH:62]=[CH:61][CH:60]=[CH:59][CH:58]=6)=[N:40][CH:41]=5)=[CH:33][CH:32]=4)[CH:27]=3)[CH:22]=2)=[CH:19][N:20]=1)=[O:10])[CH:6]([CH3:8])[CH3:7]. The yield is 0.650. (2) The reactants are [CH3:1][C:2]([Si:5](Cl)([CH3:7])[CH3:6])([CH3:4])[CH3:3].[C:9]([NH:12][NH:13][C:14](=[O:30])[C@H:15]([NH:19][C:20]1[CH:25]=[CH:24][C:23]([C:26]#[N:27])=[C:22]([Cl:28])[C:21]=1[CH3:29])[C@@H:16]([OH:18])[CH3:17])(=O)[CH3:10].N1C=CN=C1.II.CCN(CC)CC.C1C=CC(P(C2C=CC=CC=2)C2C=CC=CC=2)=CC=1. The catalyst is CN(C=O)C.CCOC(C)=O.C(Cl)Cl.O. The product is [Si:5]([O:18][C@@H:16]([CH3:17])[C@@H:15]([NH:19][C:20]1[CH:25]=[CH:24][C:23]([C:26]#[N:27])=[C:22]([Cl:28])[C:21]=1[CH3:29])[C:14]1[O:30][C:9]([CH3:10])=[N:12][N:13]=1)([C:2]([CH3:4])([CH3:3])[CH3:1])([CH3:7])[CH3:6]. The yield is 0.970. (3) The yield is 0.970. The reactants are [Na].[S:2]1C=CC=C1CC(O)=O.Br[CH2:12][CH2:13][CH2:14][CH2:15][CH2:16][CH2:17][CH2:18][CH2:19][CH2:20][CH2:21][CH2:22][CH2:23][CH2:24][CH2:25][CH2:26][C:27]([OH:29])=[O:28].[OH-].[Na+].Cl. The product is [SH:2][CH2:12][CH2:13][CH2:14][CH2:15][CH2:16][CH2:17][CH2:18][CH2:19][CH2:20][CH2:21][CH2:22][CH2:23][CH2:24][CH2:25][CH2:26][C:27]([OH:29])=[O:28]. The catalyst is CO.